Dataset: Forward reaction prediction with 1.9M reactions from USPTO patents (1976-2016). Task: Predict the product of the given reaction. (1) Given the reactants [O:1]=[C:2]1[NH:6][C@H:5]2[CH2:7][S:8][C@@H:9]([CH2:10][CH2:11][CH2:12][CH2:13][C:14]([NH:16][CH2:17][CH2:18][CH2:19][CH2:20][CH2:21][C:22]([NH:24][CH2:25][CH2:26][CH2:27][CH2:28][CH2:29][C:30]([O:32]N3C(=O)CCC3=O)=O)=[O:23])=[O:15])[C@H:4]2[NH:3]1.[NH2:40][CH2:41][C@@H:42]1[C@H:46]2[O:47][C:48]([CH3:51])([CH3:50])[O:49][C@H:45]2[C@H:44]([N:52]2[CH:60]=[N:59][C:58]3[C:53]2=[N:54][CH:55]=[N:56][C:57]=3[NH2:61])[O:43]1, predict the reaction product. The product is: [NH2:61][C:57]1[N:56]=[CH:55][N:54]=[C:53]2[C:58]=1[N:59]=[CH:60][N:52]2[C@H:44]1[C@@H:45]2[O:49][C:48]([CH3:50])([CH3:51])[O:47][C@@H:46]2[C@@H:42]([CH2:41][NH:40][C:30](=[O:32])[CH2:29][CH2:28][CH2:27][CH2:26][CH2:25][NH:24][C:22](=[O:23])[CH2:21][CH2:20][CH2:19][CH2:18][CH2:17][NH:16][C:14](=[O:15])[CH2:13][CH2:12][CH2:11][CH2:10][C@H:9]2[C@@H:4]3[C@@H:5]([NH:6][C:2](=[O:1])[NH:3]3)[CH2:7][S:8]2)[O:43]1. (2) Given the reactants [N+:1]([C:4]1[CH:5]=[CH:6][C:7]2[O:12][C@:11]([CH3:18])([CH:13]([O:16][CH3:17])[O:14][CH3:15])[C@H:10]3[O:19][C@H:9]3[C:8]=2[CH:20]=1)([O-:3])=[O:2].[CH3:21][C:22]1[C:27]([CH3:28])=[CH:26][CH:25]=[CH:24][C:23]=1[NH:29][CH2:30][C:31]1[NH:32][CH:33]=[CH:34][N:35]=1, predict the reaction product. The product is: [N+:1]([C:4]1[CH:5]=[CH:6][C:7]2[O:12][C@:11]([CH3:18])([CH:13]([O:16][CH3:17])[O:14][CH3:15])[C@@H:10]([OH:19])[C@H:9]([N:29]([C:23]3[CH:24]=[CH:25][CH:26]=[C:27]([CH3:28])[C:22]=3[CH3:21])[CH2:30][C:31]3[NH:35][CH:34]=[CH:33][N:32]=3)[C:8]=2[CH:20]=1)([O-:3])=[O:2]. (3) The product is: [Cl:1][C:2]1[CH:3]=[CH:4][C:5]([S:11]([NH:14][CH:15]2[CH2:17][CH2:16]2)(=[O:13])=[O:12])=[C:6]([C:7]([N:56]2[CH2:55][CH2:54][C:53]([CH2:52][CH2:51][N:50]3[CH:45]4[CH2:46][CH2:47][CH:48]3[CH2:49][CH:43]([N:42]3[C:41]5[CH:65]=[CH:66][CH:67]=[CH:68][C:40]=5[N:39]=[C:38]3[CH3:37])[CH2:44]4)([C:59]3[CH:60]=[CH:61][CH:62]=[CH:63][CH:64]=3)[CH2:58][CH2:57]2)=[O:9])[CH:10]=1. Given the reactants [Cl:1][C:2]1[CH:3]=[CH:4][C:5]([S:11]([NH:14][CH:15]2[CH2:17][CH2:16]2)(=[O:13])=[O:12])=[C:6]([CH:10]=1)[C:7]([OH:9])=O.ClC1C=C(C=CC=1S(NC1CC1)(=O)=O)C(O)=O.Cl.Cl.[CH3:37][C:38]1[N:42]([CH:43]2[CH2:49][CH:48]3[N:50]([CH2:51][CH2:52][C:53]4([C:59]5[CH:64]=[CH:63][CH:62]=[CH:61][CH:60]=5)[CH2:58][CH2:57][NH:56][CH2:55][CH2:54]4)[CH:45]([CH2:46][CH2:47]3)[CH2:44]2)[C:41]2[CH:65]=[CH:66][CH:67]=[CH:68][C:40]=2[N:39]=1.CC1N(C2CC3N(CCC4(C5C=CC=CC=5)CCN(C(C5C=CC=CC=5S(NC(=O)OC(C)(C)C)(=O)=O)=O)CC4)C(CC3)C2)C2C=CC=CC=2N=1, predict the reaction product. (4) Given the reactants [CH3:1][C:2]1[NH:3][C:4]2[C:9]([CH:10]=1)=[C:8]([O:11][CH2:12][C:13]1[CH:18]=[CH:17][CH:16]=[CH:15][CH:14]=1)[CH:7]=[CH:6][CH:5]=2.Br[C:20]1[CH:25]=[CH:24][C:23]([OH:26])=[C:22]([F:27])[CH:21]=1.C(=O)([O-])[O-].[K+].[K+], predict the reaction product. The product is: [F:27][C:22]1[CH:21]=[C:20]([N:3]2[C:4]3[C:9](=[C:8]([O:11][CH2:12][C:13]4[CH:18]=[CH:17][CH:16]=[CH:15][CH:14]=4)[CH:7]=[CH:6][CH:5]=3)[CH:10]=[C:2]2[CH3:1])[CH:25]=[CH:24][C:23]=1[OH:26].